This data is from Peptide-MHC class II binding affinity with 134,281 pairs from IEDB. The task is: Regression. Given a peptide amino acid sequence and an MHC pseudo amino acid sequence, predict their binding affinity value. This is MHC class II binding data. (1) The peptide sequence is VALFAVFLGSAHGIP. The MHC is DRB1_0405 with pseudo-sequence DRB1_0405. The binding affinity (normalized) is 0.626. (2) The binding affinity (normalized) is 0. The MHC is DRB3_0202 with pseudo-sequence DRB3_0202. The peptide sequence is VFKEKVDTRAKDPPA. (3) The peptide sequence is AFKVAATAANAAPTN. The MHC is DRB1_0901 with pseudo-sequence DRB1_0901. The binding affinity (normalized) is 0.722. (4) The peptide sequence is YCDMMSLNLTIVSVS. The binding affinity (normalized) is 0.276. The MHC is DRB1_0101 with pseudo-sequence DRB1_0101. (5) The peptide sequence is PELEEEMFKKRNLTI. The MHC is DRB1_0301 with pseudo-sequence DRB1_0301. The binding affinity (normalized) is 0.304.